This data is from Forward reaction prediction with 1.9M reactions from USPTO patents (1976-2016). The task is: Predict the product of the given reaction. (1) Given the reactants [CH2:1]([O:3][C:4](=[O:13])[C:5]1[CH:10]=[CH:9][CH:8]=[C:7]([OH:11])[C:6]=1[NH2:12])[CH3:2].[C:14](Cl)(=O)[CH3:15].CCN(CC)CC.C1(C)C=CC(S([O-])(=O)=O)=CC=1.[NH+]1C=CC=CC=1, predict the reaction product. The product is: [CH2:1]([O:3][C:4]([C:5]1[CH:10]=[CH:9][CH:8]=[C:7]2[O:11][C:14]([CH3:15])=[N:12][C:6]=12)=[O:13])[CH3:2]. (2) Given the reactants COP([CH2:7][C:8]1[CH:23]=[CH:22][C:11]([C:12]([O:14][CH2:15][C:16]2C=CC=CC=2)=[O:13])=[CH:10][CH:9]=1)(OC)=O.CC(C)([O-])C.[K+].O=[C:31]1[CH2:36][CH2:35][CH:34]([C:37]([O:39]CC)=[O:38])[CH2:33][CH2:32]1, predict the reaction product. The product is: [CH2:15]([O:14][C:12]([CH:11]1[CH2:10][CH2:9][CH:8]([CH2:7][C:31]2[CH:36]=[CH:35][C:34]([C:37]([OH:39])=[O:38])=[CH:33][CH:32]=2)[CH2:23][CH2:22]1)=[O:13])[CH3:16]. (3) Given the reactants [CH:1]1([CH2:7][CH2:8][CH:9]=[O:10])[CH2:6][CH2:5][CH2:4][CH2:3][CH2:2]1.[CH3:11][O:12][C:13](=O)/[CH:14]=[CH:15]/[O:16]C, predict the reaction product. The product is: [CH:1]1([CH2:7][CH2:8][CH:9]2[O:10][C:15](=[O:16])[CH:14]=[C:13]2[O:12][CH3:11])[CH2:6][CH2:5][CH2:4][CH2:3][CH2:2]1. (4) Given the reactants B([C:4]1[CH:15]=[CH:14][C:7]([CH2:8][C@@H:9]([C:11]([OH:13])=[O:12])[NH2:10])=[CH:6][CH:5]=1)(O)O.Br[C:17]1[C:18](=[O:26])[N:19]([CH3:25])[N:20]=[CH:21][C:22]=1[O:23][CH3:24].C(=O)([O-])[O-].[Na+].[Na+].Cl, predict the reaction product. The product is: [NH2:10][C@@H:9]([CH2:8][C:7]1[CH:14]=[CH:15][C:4]([C:17]2[C:18](=[O:26])[N:19]([CH3:25])[N:20]=[CH:21][C:22]=2[O:23][CH3:24])=[CH:5][CH:6]=1)[C:11]([OH:13])=[O:12]. (5) Given the reactants [Cl:1][C:2]1[CH:7]=[C:6]([OH:8])[C:5]([Cl:9])=[CH:4][C:3]=1/[CH:10]=[CH:11]/[C:12]([O:14][C:15]([CH3:18])([CH3:17])[CH3:16])=[O:13].[H][H], predict the reaction product. The product is: [Cl:1][C:2]1[CH:7]=[C:6]([OH:8])[C:5]([Cl:9])=[CH:4][C:3]=1[CH2:10][CH2:11][C:12]([O:14][C:15]([CH3:18])([CH3:17])[CH3:16])=[O:13]. (6) Given the reactants [CH:1]12[CH2:6][CH:5]1[CH2:4][N:3]([C:7]1[S:8][CH:9]=[C:10]([C:12]3[CH:17]=[CH:16][C:15]([F:18])=[CH:14][C:13]=3[F:19])[N:11]=1)[CH2:2]2.Br[C:21]1[CH:26]=[CH:25][C:24]([S:27]([NH2:30])(=[O:29])=[O:28])=[CH:23][CH:22]=1.C([O-])(=O)C.[K+], predict the reaction product. The product is: [CH:5]12[CH2:6][CH:1]1[CH2:2][N:3]([C:7]1[S:8][C:9]([C:21]3[CH:26]=[CH:25][C:24]([S:27]([NH2:30])(=[O:29])=[O:28])=[CH:23][CH:22]=3)=[C:10]([C:12]3[CH:17]=[CH:16][C:15]([F:18])=[CH:14][C:13]=3[F:19])[N:11]=1)[CH2:4]2.